Dataset: Full USPTO retrosynthesis dataset with 1.9M reactions from patents (1976-2016). Task: Predict the reactants needed to synthesize the given product. (1) Given the product [CH:1]([C@:4]1([C:17]([N:19]2[CH2:24][CH2:23][N:22]([C:25]3[CH:26]=[N:27][CH:28]=[C:29]([C:31]([F:34])([F:32])[F:33])[CH:30]=3)[CH2:21][CH2:20]2)=[O:18])[CH2:8][CH2:7][C@@H:6]([NH2:9])[CH2:5]1)([CH3:3])[CH3:2], predict the reactants needed to synthesize it. The reactants are: [CH:1]([C@:4]1([C:17]([N:19]2[CH2:24][CH2:23][N:22]([C:25]3[CH:26]=[N:27][CH:28]=[C:29]([C:31]([F:34])([F:33])[F:32])[CH:30]=3)[CH2:21][CH2:20]2)=[O:18])[CH2:8][CH2:7][C@@H:6]([NH:9]C(=O)OC(C)(C)C)[CH2:5]1)([CH3:3])[CH3:2].Cl. (2) Given the product [O:25]1[CH2:26][CH2:27][N:22]([C:4]2[C:5]3[CH:10]=[C:9]([CH2:11][N:12]4[CH2:17][CH2:16][N:15]([S:18]([CH3:21])(=[O:20])=[O:19])[CH2:14][CH2:13]4)[O:8][C:6]=3[N:7]=[C:2]([C:36]3[CH:37]=[N:38][C:39]([NH2:42])=[N:40][CH:41]=3)[N:3]=2)[CH2:23][CH2:24]1, predict the reactants needed to synthesize it. The reactants are: Cl[C:2]1[N:3]=[C:4]([N:22]2[CH2:27][CH2:26][O:25][CH2:24][CH2:23]2)[C:5]2[CH:10]=[C:9]([CH2:11][N:12]3[CH2:17][CH2:16][N:15]([S:18]([CH3:21])(=[O:20])=[O:19])[CH2:14][CH2:13]3)[O:8][C:6]=2[N:7]=1.CC1(C)C(C)(C)OB([C:36]2[CH:37]=[N:38][C:39]([NH2:42])=[N:40][CH:41]=2)O1.CC([O-])=O.[K+].C(#N)C. (3) Given the product [O:25]=[C:19]([NH:8][CH2:7][C:2]1[CH:3]=[CH:4][CH:5]=[CH:6][N:1]=1)[C:20]([O:22][CH2:23][CH3:24])=[O:21], predict the reactants needed to synthesize it. The reactants are: [N:1]1[CH:6]=[CH:5][CH:4]=[CH:3][C:2]=1[CH2:7][NH2:8].C(N(CC)C(C)C)(C)C.Cl[C:19](=[O:25])[C:20]([O:22][CH2:23][CH3:24])=[O:21]. (4) Given the product [NH3:6].[CH3:25][C:14]1[CH:15]=[C:16]([N:19]2[CH2:24][CH2:23][O:22][CH2:21][CH2:20]2)[CH:17]=[CH:18][C:13]=1[NH:12][C:5]1[C:4]2[C:9](=[CH:10][CH:11]=[C:2]([C:27]3[S:26][CH:30]=[CH:29][CH:28]=3)[CH:3]=2)[N:8]=[CH:7][N:6]=1, predict the reactants needed to synthesize it. The reactants are: I[C:2]1[CH:3]=[C:4]2[C:9](=[CH:10][CH:11]=1)[N:8]=[CH:7][N:6]=[C:5]2[NH:12][C:13]1[CH:18]=[CH:17][C:16]([N:19]2[CH2:24][CH2:23][O:22][CH2:21][CH2:20]2)=[CH:15][C:14]=1[CH3:25].[S:26]1[CH:30]=[CH:29][CH:28]=[C:27]1B(O)O.C(N(CC)CC)C. (5) Given the product [CH3:1][S:2][CH2:7][C:8]1[CH:29]=[CH:28][C:11]([C:12]([N:14]2[CH2:19][CH2:18][CH:17]([C:20]3[CH:27]=[CH:26][C:23]([C:24]#[N:25])=[CH:22][CH:21]=3)[CH2:16][CH2:15]2)=[O:13])=[CH:10][C:9]=1[N+:30]([O-:32])=[O:31], predict the reactants needed to synthesize it. The reactants are: [CH3:1][S-:2].[Na+].[BH4-].[Na+].Cl[CH2:7][C:8]1[CH:29]=[CH:28][C:11]([C:12]([N:14]2[CH2:19][CH2:18][CH:17]([C:20]3[CH:27]=[CH:26][C:23]([C:24]#[N:25])=[CH:22][CH:21]=3)[CH2:16][CH2:15]2)=[O:13])=[CH:10][C:9]=1[N+:30]([O-:32])=[O:31].